Dataset: Catalyst prediction with 721,799 reactions and 888 catalyst types from USPTO. Task: Predict which catalyst facilitates the given reaction. (1) Reactant: [NH:1]1[C:5]2=[N:6][CH:7]=[CH:8][CH:9]=[C:4]2[C:3]([CH:10]=O)=[CH:2]1.[OH:12][C:13]1[C:18]2[C:19](=[O:22])[CH2:20][O:21][C:17]=2[CH:16]=[C:15]([OH:23])[CH:14]=1.O1C2C=CC=CC=2CC1=O. Product: [OH:12][C:13]1[C:18]2[C:19](=[O:22])[C:20](=[CH:10][C:3]3[C:4]4[C:5](=[N:6][CH:7]=[CH:8][CH:9]=4)[NH:1][CH:2]=3)[O:21][C:17]=2[CH:16]=[C:15]([OH:23])[CH:14]=1. The catalyst class is: 811. (2) Reactant: C(O[BH-](OC(=O)C)OC(=O)C)(=O)C.[Na+].[O:15]=[C:16]1[O:20][C@H:19]([C:21]([Cl:24])([Cl:23])[Cl:22])[N:18]2[CH2:25][CH2:26][CH2:27][C@@:17]12[CH:28]=[O:29]. Product: [OH:29][CH2:28][C@@:17]12[CH2:27][CH2:26][CH2:25][N:18]1[C@@H:19]([C:21]([Cl:24])([Cl:23])[Cl:22])[O:20][C:16]2=[O:15]. The catalyst class is: 279.